Task: Predict the reaction yield, written as a fraction of the theoretical maximum amount of product (1.0 means a 100% yield; for example, 0.34 means a 34% yield).. Dataset: Reaction yield outcomes from USPTO patents with 853,638 reactions The reactants are [Br:1][C:2]1[CH:7]=[CH:6][C:5]([C:8](=[O:10])[CH3:9])=[C:4]([O:11][CH3:12])[CH:3]=1.[Br:13]Br. The catalyst is O1CCOCC1. The product is [Br:13][CH2:9][C:8]([C:5]1[CH:6]=[CH:7][C:2]([Br:1])=[CH:3][C:4]=1[O:11][CH3:12])=[O:10]. The yield is 0.760.